Dataset: Full USPTO retrosynthesis dataset with 1.9M reactions from patents (1976-2016). Task: Predict the reactants needed to synthesize the given product. (1) Given the product [Cl:1][C:2]1[CH:7]=[CH:6][C:5]([C@H:8]2[CH2:13][C@@H:12]([C:14]3[O:18][NH:17][C:16](=[O:19])[CH:15]=3)[CH2:11][CH2:10][NH:9]2)=[CH:4][CH:3]=1, predict the reactants needed to synthesize it. The reactants are: [Cl:1][C:2]1[CH:7]=[CH:6][C:5]([C@H:8]2[CH2:13][C@@H:12]([C:14]3[O:18][NH:17][C:16](=[O:19])[CH:15]=3)[CH2:11][CH2:10][N:9]2C(OC)=O)=[CH:4][CH:3]=1.Br. (2) Given the product [Br:6][C:7]1[C:12]([F:13])=[C:11]([N+:1]([O-:4])=[O:2])[CH:10]=[CH:9][C:8]=1[F:14], predict the reactants needed to synthesize it. The reactants are: [N+:1]([O-:4])([O-])=[O:2].[K+].[Br:6][C:7]1[C:12]([F:13])=[CH:11][CH:10]=[CH:9][C:8]=1[F:14]. (3) Given the product [Br:1][C:2]1[CH:10]=[C:6]([CH:5]=[C:4]([N+:12]([O-:14])=[O:13])[CH:3]=1)[C:7]([O:9][CH3:17])=[O:8], predict the reactants needed to synthesize it. The reactants are: [Br:1][C:2]1[CH:3]=[C:4]([N+:12]([O-:14])=[O:13])[C:5](C)=[C:6]([CH:10]=1)[C:7]([OH:9])=[O:8].IC.[C:17](=O)([O-])[O-].[Na+].[Na+]. (4) The reactants are: [F:1][C:2]([F:23])([C:9]1[CH:14]=[CH:13][C:12]([C:15]2[CH:20]=[CH:19][C:18]([O:21][CH3:22])=[CH:17][CH:16]=2)=[CH:11][CH:10]=1)[C:3](N(OC)C)=O.F[C:25](F)(C1C=CC(C2C=CC(OC)=CC=2)=CC=1)[C:26]([OH:28])=[O:27].C(Cl)(=O)C(Cl)=O.CN(C)C=O.Cl.CNOC.C(N(CC)CC)C. Given the product [F:23][C:2]([F:1])([C:9]1[CH:10]=[CH:11][C:12]([C:15]2[CH:16]=[CH:17][C:18]([O:21][CH3:22])=[CH:19][CH:20]=2)=[CH:13][CH:14]=1)[CH2:3][CH2:25][C:26]([OH:28])=[O:27], predict the reactants needed to synthesize it. (5) Given the product [Br:1][C:2]1[CH:7]=[CH:6][C:5]([S:8]([NH:22][C@@H:18]([CH:15]2[CH2:16][CH2:17][CH2:12][CH2:13][CH2:14]2)[CH2:19][OH:20])(=[O:10])=[O:9])=[CH:4][CH:3]=1, predict the reactants needed to synthesize it. The reactants are: [Br:1][C:2]1[CH:7]=[CH:6][C:5]([S:8](Cl)(=[O:10])=[O:9])=[CH:4][CH:3]=1.[CH2:12]1[CH2:17][CH2:16][CH:15]([C@H:18]([NH2:22])[C:19](O)=[O:20])[CH2:14][CH2:13]1.C1C([C@@H](N)C(O)=O)=CC=C(O)C=1.N[C@@H](C(O)=O)CCSC.N[C@H](C(O)=O)CC1C2C(=CC=CC=2)NC=1. (6) Given the product [NH2:3][OH:1].[O:1]1[C:29]2[CH:32]=[CH:33][CH:34]=[CH:35][C:28]=2[N:27]=[C:26]1[N:13]([C:10]1[CH:9]=[CH:8][C:7]([F:6])=[CH:12][N:11]=1)[CH2:14][CH2:15][CH2:16][CH2:17][CH2:18][CH2:19][CH2:20][C:21]([NH:3][OH:4])=[O:22], predict the reactants needed to synthesize it. The reactants are: [OH-:1].[K+].[NH2:3][OH:4].Cl.[F:6][C:7]1[CH:8]=[CH:9][C:10]([N:13]([C:26]2N(C)[C:29]3[CH:32]=[CH:33][CH:34]=[CH:35][C:28]=3[N:27]=2)[CH2:14][CH2:15][CH2:16][CH2:17][CH2:18][CH2:19][CH2:20][C:21](OCC)=[O:22])=[N:11][CH:12]=1. (7) Given the product [Cl:16][C:17]1[CH:22]=[C:21]([N:13]2[CH:14]=[C:10]([C:9]#[C:8][C:4]3[CH:5]=[CH:6][CH:7]=[C:2]([Cl:1])[CH:3]=3)[N:11]=[C:12]2[CH3:15])[CH:20]=[CH:19][N:18]=1, predict the reactants needed to synthesize it. The reactants are: [Cl:1][C:2]1[CH:3]=[C:4]([C:8]#[C:9][C:10]2[N:11]=[C:12]([CH3:15])[NH:13][CH:14]=2)[CH:5]=[CH:6][CH:7]=1.[Cl:16][C:17]1[CH:22]=[C:21](F)[CH:20]=[CH:19][N:18]=1.C(=O)([O-])[O-].[Cs+].[Cs+].